From a dataset of Reaction yield outcomes from USPTO patents with 853,638 reactions. Predict the reaction yield, written as a fraction of the theoretical maximum amount of product (1.0 means a 100% yield; for example, 0.34 means a 34% yield). (1) The reactants are [Br:1][C:2]1[C:3]([F:10])=[C:4]([CH:7]=[CH:8][CH:9]=1)[NH:5][CH3:6].C(NC(C)C)(C)C.[F:18][C:19]1[CH:27]=[CH:26][C:22]([C:23](Cl)=[O:24])=[CH:21][CH:20]=1. The catalyst is C(Cl)Cl. The product is [Br:1][C:2]1[C:3]([F:10])=[C:4]([N:5]([CH3:6])[C:23](=[O:24])[C:22]2[CH:26]=[CH:27][C:19]([F:18])=[CH:20][CH:21]=2)[CH:7]=[CH:8][CH:9]=1. The yield is 0.680. (2) The yield is 0.380. The product is [Cl:1][C:2]1[N:7]=[C:6]([CH:8]2[O:24][C:47](=[O:49])[NH:44][CH:9]2[CH2:13][C:14]2[CH:15]=[CH:16][C:17]([C:20]([F:21])([F:22])[F:23])=[CH:18][CH:19]=2)[CH:5]=[CH:4][CH:3]=1. The reactants are [Cl:1][C:2]1[N:7]=[C:6]([CH:8]([OH:24])[CH:9]([CH2:13][C:14]2[CH:19]=[CH:18][C:17]([C:20]([F:23])([F:22])[F:21])=[CH:16][CH:15]=2)C(O)=O)[CH:5]=[CH:4][CH:3]=1.C1(P(N=[N+]=[N-])(C2C=CC=CC=2)=O)C=CC=CC=1.C([N:44]([CH2:47]C)CC)C.[OH2:49]. The catalyst is O1CCCC1. (3) The reactants are F[C:2]1[C:3](CC#N)=[N:4][CH:5]=[CH:6][CH:7]=1.F[C:12]1[CH:17]=[CH:16][CH:15]=[C:14]([F:18])[N:13]=1.C[Si]([N-][Si](C)(C)C)(C)C.[Na+]. The catalyst is C1(C)C=CC=CC=1. The product is [F:18][C:14]1[N:13]=[C:12]([C:2]2([C:3]#[N:4])[CH2:7][CH2:6][CH2:5]2)[CH:17]=[CH:16][CH:15]=1. The yield is 0.640. (4) The reactants are Br[C:2]1[C:10]2[O:9][CH2:8][CH:7]([C:11]3[CH:16]=[CH:15][C:14]([CH:17]([CH3:19])[CH3:18])=[CH:13][CH:12]=3)[C:6]=2[C:5]([CH3:20])=[C:4]([NH:21][C:22](=[O:28])[CH2:23][C:24]([CH3:27])([CH3:26])[CH3:25])[C:3]=1[CH3:29].[N:30]1([C:35]2[CH:36]=[C:37](B(O)O)[CH:38]=[CH:39][CH:40]=2)[CH2:34][CH2:33][CH2:32][CH2:31]1. No catalyst specified. The product is [CH:17]([C:14]1[CH:13]=[CH:12][C:11]([CH:7]2[C:6]3[C:5]([CH3:20])=[C:4]([NH:21][C:22](=[O:28])[CH2:23][C:24]([CH3:27])([CH3:25])[CH3:26])[C:3]([CH3:29])=[C:2]([C:37]4[CH:38]=[CH:39][CH:40]=[C:35]([N:30]5[CH2:31][CH2:32][CH2:33][CH2:34]5)[CH:36]=4)[C:10]=3[O:9][CH2:8]2)=[CH:16][CH:15]=1)([CH3:19])[CH3:18]. The yield is 0.170. (5) The reactants are [N:1]1[CH:6]=[CH:5][C:4]([N:7]2[CH2:12][CH2:11][CH:10]([CH2:13][O:14][C:15]([NH:17][NH:18][C:19]3[C:20]([NH2:25])=[CH:21][CH:22]=[CH:23][CH:24]=3)=[O:16])[CH2:9][CH2:8]2)=[CH:3][CH:2]=1.[Br:26][C:27]1[CH:28]=[C:29]([CH:33]=[CH:34][CH:35]=1)[C:30]([Cl:32])=[O:31]. No catalyst specified. The product is [OH2:14].[ClH:32].[Br:26][C:27]1[CH:28]=[C:29]([CH:33]=[CH:34][CH:35]=1)[C:30]([NH:25][C:20]1[C:19]([NH:18][NH:17][C:15]([O:14][CH2:13][CH:10]2[CH2:9][CH2:8][N:7]([C:4]3[CH:5]=[CH:6][N:1]=[CH:2][CH:3]=3)[CH2:12][CH2:11]2)=[O:16])=[CH:24][CH:23]=[CH:22][CH:21]=1)=[O:31]. The yield is 0.600. (6) The reactants are Cl.Cl[CH2:3][CH2:4][N:5]1[CH2:9][CH2:8][CH2:7][CH2:6]1.[CH2:10]([O:17][C:18]1[CH:23]=[CH:22][N:21]([C:24]2[CH:32]=[C:31]3[C:27]([C:28]4[CH2:37][CH2:36][NH:35][CH2:34][C:29]=4[N:30]3[CH3:33])=[CH:26][CH:25]=2)[C:20](=[O:38])[CH:19]=1)[C:11]1[CH:16]=[CH:15][CH:14]=[CH:13][CH:12]=1.C(N(C(C)C)CC)(C)C. The catalyst is CCO. The product is [CH2:10]([O:17][C:18]1[CH:23]=[CH:22][N:21]([C:24]2[CH:32]=[C:31]3[C:27]([C:28]4[CH2:37][CH2:36][N:35]([CH2:3][CH2:4][N:5]5[CH2:9][CH2:8][CH2:7][CH2:6]5)[CH2:34][C:29]=4[N:30]3[CH3:33])=[CH:26][CH:25]=2)[C:20](=[O:38])[CH:19]=1)[C:11]1[CH:12]=[CH:13][CH:14]=[CH:15][CH:16]=1. The yield is 0.0700.